Dataset: Reaction yield outcomes from USPTO patents with 853,638 reactions. Task: Predict the reaction yield, written as a fraction of the theoretical maximum amount of product (1.0 means a 100% yield; for example, 0.34 means a 34% yield). (1) The reactants are Br[C:2]1[S:3][CH:4]=[C:5]([C:7]([O:9][CH2:10][CH3:11])=[O:8])[N:6]=1.[Br:12][C:13]1[CH:14]=[C:15](B(O)O)[CH:16]=[CH:17][CH:18]=1. No catalyst specified. The product is [Br:12][C:13]1[CH:18]=[C:17]([C:2]2[S:3][CH:4]=[C:5]([C:7]([O:9][CH2:10][CH3:11])=[O:8])[N:6]=2)[CH:16]=[CH:15][CH:14]=1. The yield is 0.680. (2) The reactants are [Cl:1][C:2]1[CH:7]=[CH:6][C:5]([C:8]2[N:13]=[C:12]3[CH2:14][CH2:15][CH2:16][C:11]3=[C:10]([NH:17][C:18]3[CH:23]=[CH:22][C:21]([CH2:24][C:25]([O:27]CC)=O)=[CH:20][CH:19]=3)[CH:9]=2)=[CH:4][CH:3]=1.[NH3:30]. The catalyst is CO. The product is [ClH:1].[Cl:1][C:2]1[CH:3]=[CH:4][C:5]([C:8]2[N:13]=[C:12]3[CH2:14][CH2:15][CH2:16][C:11]3=[C:10]([NH:17][C:18]3[CH:23]=[CH:22][C:21]([CH2:24][C:25]([NH2:30])=[O:27])=[CH:20][CH:19]=3)[CH:9]=2)=[CH:6][CH:7]=1. The yield is 0.220. (3) The reactants are [Br:1][C:2]1[CH:3]=[C:4]2[C:8](=[CH:9][CH:10]=1)[NH:7][C:6]1[C:11](=[O:17])[NH:12][CH2:13][CH2:14][C:15](=[O:16])[C:5]2=1.IC.[C:20](=O)([O-])[O-].[K+].[K+]. The catalyst is C(#N)C. The product is [Br:1][C:2]1[CH:3]=[C:4]2[C:8](=[CH:9][CH:10]=1)[N:7]([CH3:20])[C:6]1[C:11](=[O:17])[NH:12][CH2:13][CH2:14][C:15](=[O:16])[C:5]2=1. The yield is 0.890. (4) The reactants are [C:1]1([CH:7]2[CH2:10][C:9](=[N:11]O)[CH2:8]2)[CH:6]=[CH:5][CH:4]=[CH:3][CH:2]=1.[H-].[Al+3].[Li+].[H-].[H-].[H-].O.[OH-].[Na+]. The catalyst is C1COCC1. The product is [C:1]1([CH:7]2[CH2:8][CH:9]([NH2:11])[CH2:10]2)[CH:6]=[CH:5][CH:4]=[CH:3][CH:2]=1. The yield is 0.662. (5) The reactants are [H-].[H-].[H-].[H-].[Li+].[Al+3].[CH2:7]([O:15][CH2:16][C:17](O)=[O:18])[CH2:8][C:9]1[CH:14]=[CH:13][CH:12]=[CH:11][CH:10]=1.O.[OH-].[K+]. The catalyst is CCOCC. The product is [CH2:7]([O:15][CH2:16][CH2:17][OH:18])[CH2:8][C:9]1[CH:14]=[CH:13][CH:12]=[CH:11][CH:10]=1. The yield is 0.680. (6) The reactants are Cl.[Cl:2][C:3]1[CH:17]=[CH:16][C:6]2[C:7]([CH:10]3[CH2:15][CH2:14][NH:13][CH2:12][CH2:11]3)=[N:8][O:9][C:5]=2[CH:4]=1.[C:18]([O:22][C:23](=[O:34])[NH:24][C@H:25]1[CH2:30][CH2:29][C@H:28]([CH2:31][CH:32]=O)[CH2:27][CH2:26]1)([CH3:21])([CH3:20])[CH3:19].C(O[BH-](OC(=O)C)OC(=O)C)(=O)C.[Na+]. The catalyst is ClCCCl. The product is [C:18]([O:22][C:23](=[O:34])[NH:24][C@H:25]1[CH2:26][CH2:27][C@H:28]([CH2:31][CH2:32][N:13]2[CH2:12][CH2:11][CH:10]([C:7]3[C:6]4[CH:16]=[CH:17][C:3]([Cl:2])=[CH:4][C:5]=4[O:9][N:8]=3)[CH2:15][CH2:14]2)[CH2:29][CH2:30]1)([CH3:21])([CH3:20])[CH3:19]. The yield is 0.643.